This data is from Reaction yield outcomes from USPTO patents with 853,638 reactions. The task is: Predict the reaction yield, written as a fraction of the theoretical maximum amount of product (1.0 means a 100% yield; for example, 0.34 means a 34% yield). (1) The product is [NH:16]1[C:17]2[C:13](=[CH:12][C:11]([NH:10][C:9]3[C:4]4[CH:3]=[C:2]([S:22]([CH3:21])(=[O:24])=[O:23])[NH:20][C:5]=4[N:6]=[CH:7][N:8]=3)=[CH:19][CH:18]=2)[CH:14]=[N:15]1. The reactants are Br[C:2]1[NH:20][C:5]2[N:6]=[CH:7][N:8]=[C:9]([NH:10][C:11]3[CH:12]=[C:13]4[C:17](=[CH:18][CH:19]=3)[NH:16][N:15]=[CH:14]4)[C:4]=2[CH:3]=1.[CH3:21][S:22]([O-:24])=[O:23].[Na+].CNCCNC. The catalyst is CS(C)=O. The yield is 0.520. (2) The reactants are Br[C:2]1[N:6]([CH2:7][C:8]([O:10][CH3:11])=[O:9])[C:5]2[CH:12]=[C:13]([C:15]([O:17][CH3:18])=[O:16])[S:14][C:4]=2[C:3]=1[CH:19]1[CH2:24][CH2:23][CH2:22][CH2:21][CH:20]1[F:25].[CH:26]([C:28]1[CH:33]=[CH:32][CH:31]=[CH:30][C:29]=1B(O)O)=[O:27].C([O-])([O-])=O.[Na+].[Na+]. The catalyst is O1CCOCC1.CCOC(C)=O.[Cl-].[Na+].O.C1C=CC([P]([Pd]([P](C2C=CC=CC=2)(C2C=CC=CC=2)C2C=CC=CC=2)([P](C2C=CC=CC=2)(C2C=CC=CC=2)C2C=CC=CC=2)[P](C2C=CC=CC=2)(C2C=CC=CC=2)C2C=CC=CC=2)(C2C=CC=CC=2)C2C=CC=CC=2)=CC=1. The product is [F:25][CH:20]1[CH2:21][CH2:22][CH2:23][CH2:24][CH:19]1[C:3]1[C:4]2[S:14][C:13]([C:15]([O:17][CH3:18])=[O:16])=[CH:12][C:5]=2[N:6]([CH2:7][C:8]([O:10][CH3:11])=[O:9])[C:2]=1[C:29]1[CH:30]=[CH:31][CH:32]=[CH:33][C:28]=1[CH:26]=[O:27]. The yield is 0.560. (3) The yield is 0.670. The reactants are [C:1]([O:5][C:6](=[O:22])[NH:7][CH2:8][CH2:9][C:10]1[C:18]2[C:13](=[CH:14][C:15]([N+:19]([O-])=O)=[CH:16][CH:17]=2)[NH:12][CH:11]=1)([CH3:4])([CH3:3])[CH3:2]. The catalyst is CCO.[Ni]. The product is [C:1]([O:5][C:6](=[O:22])[NH:7][CH2:8][CH2:9][C:10]1[C:18]2[C:13](=[CH:14][C:15]([NH2:19])=[CH:16][CH:17]=2)[NH:12][CH:11]=1)([CH3:4])([CH3:2])[CH3:3]. (4) The reactants are [Cl-].[Al+3].[Cl-].[Cl-].[C:5]([N:8]1[CH2:13][CH2:12][CH:11]([C:14](Cl)=[O:15])[CH2:10][CH2:9]1)(=[O:7])[CH3:6].[C:17]1([S:23][CH3:24])[CH:22]=[CH:21][CH:20]=[CH:19][CH:18]=1. The catalyst is ClCCl. The product is [C:5]([N:8]1[CH2:13][CH2:12][CH:11]([C:14](=[O:15])[C:20]2[CH:21]=[CH:22][C:17]([S:23][CH3:24])=[CH:18][CH:19]=2)[CH2:10][CH2:9]1)(=[O:7])[CH3:6]. The yield is 0.820. (5) The reactants are [CH2:1]1[CH2:6][C@H:5]([C:7]([OH:9])=[O:8])[CH2:4][CH2:3][C@H:2]1[CH2:10][NH2:11].[C:12]([O:18][CH:19]([O:21][C:22](ON1C(=O)CCC1=O)=[O:23])[CH3:20])(=[O:17])[CH2:13][CH2:14][CH2:15][CH3:16]. The catalyst is CC(OC)(C)C.CC(C)=O.O. The product is [C:12]([O:18][CH:19]([O:21][C:22]([NH:11][CH2:10][C@H:2]1[CH2:3][CH2:4][C@H:5]([C:7]([OH:9])=[O:8])[CH2:6][CH2:1]1)=[O:23])[CH3:20])(=[O:17])[CH2:13][CH2:14][CH2:15][CH3:16]. The yield is 0.160. (6) The reactants are [CH2:1]([C:3]1[N:7]([C:8]2[C:16]3[O:15][CH2:14][C@@H:13]([N:17](C(=O)C(F)(F)F)[C:18]4[CH:31]=[CH:30][C:21]5[C@H:22]([CH2:25][C:26]([O:28]C)=[O:27])[CH2:23][O:24][C:20]=5[CH:19]=4)[C:12]=3[CH:11]=[CH:10][CH:9]=2)[C:6]2[CH:38]=[C:39]([O:42][CH3:43])[CH:40]=[CH:41][C:5]=2[N:4]=1)[CH3:2].[OH-].[Na+].Cl. The catalyst is O1CCCC1.CO.O. The product is [CH2:1]([C:3]1[N:7]([C:8]2[C:16]3[O:15][CH2:14][C@@H:13]([NH:17][C:18]4[CH:31]=[CH:30][C:21]5[C@H:22]([CH2:25][C:26]([OH:28])=[O:27])[CH2:23][O:24][C:20]=5[CH:19]=4)[C:12]=3[CH:11]=[CH:10][CH:9]=2)[C:6]2[CH:38]=[C:39]([O:42][CH3:43])[CH:40]=[CH:41][C:5]=2[N:4]=1)[CH3:2]. The yield is 1.00. (7) The reactants are [CH3:1][O:2][CH2:3][CH2:4][CH:5]([N:10]1[CH:14]=[CH:13][CH:12]=[N:11]1)[C:6]([O:8]C)=[O:7].[OH-].[K+].Cl. The catalyst is CO.O. The product is [CH3:1][O:2][CH2:3][CH2:4][CH:5]([N:10]1[CH:14]=[CH:13][CH:12]=[N:11]1)[C:6]([OH:8])=[O:7]. The yield is 0.950.